Dataset: Catalyst prediction with 721,799 reactions and 888 catalyst types from USPTO. Task: Predict which catalyst facilitates the given reaction. (1) Reactant: F[C:2]1[CH:9]=[CH:8][C:5]([CH:6]=[O:7])=[CH:4][C:3]=1[N+:10]([O-:12])=[O:11].[NH4+:13].[OH-]. Product: [NH2:13][C:2]1[CH:9]=[CH:8][C:5]([CH:6]=[O:7])=[CH:4][C:3]=1[N+:10]([O-:12])=[O:11]. The catalyst class is: 1. (2) Reactant: CCN(C(C)C)C(C)C.[OH:10][C:11]1[CH:16]=[CH:15][C:14]([C:17]2[O:21][N:20]=[C:19]([C:22]([OH:24])=O)[CH:18]=2)=[CH:13][CH:12]=1.C1(C2ON=C(C(O)=O)C=2)C=CC=CC=1.C(OC1C=C(C(=O)C)C=CC=1)C1C=CC=CC=1.C1C=CC2N(O)N=NC=2C=1.CCN=C=NCCCN(C)C.Cl.Cl.[NH2:79][CH2:80][C:81]([N:83]1[CH2:88][CH2:87][CH:86]([O:89][C:90]2[CH:95]=[CH:94][CH:93]=[C:92]([C:96]([F:99])([F:98])[F:97])[CH:91]=2)[CH2:85][CH2:84]1)=[O:82]. Product: [O:82]=[C:81]([N:83]1[CH2:84][CH2:85][CH:86]([O:89][C:90]2[CH:95]=[CH:94][CH:93]=[C:92]([C:96]([F:99])([F:97])[F:98])[CH:91]=2)[CH2:87][CH2:88]1)[CH2:80][NH:79][C:22]([C:19]1[CH:18]=[C:17]([C:14]2[CH:13]=[CH:12][C:11]([OH:10])=[CH:16][CH:15]=2)[O:21][N:20]=1)=[O:24]. The catalyst class is: 18. (3) The catalyst class is: 6. Reactant: [CH3:1][O:2][C:3]1[C:8]([O:9][CH3:10])=[CH:7][C:6]([N+:11]([O-])=O)=[CH:5][N:4]=1.C(O)(=O)C.S(S([O-])=O)([O-])=O.[Na+].[Na+]. Product: [CH3:10][O:9][C:8]1[CH:7]=[C:6]([NH2:11])[CH:5]=[N:4][C:3]=1[O:2][CH3:1]. (4) Reactant: [C:1]([O:5][C:6]([N:8]1[CH2:15][CH:14]2[N:16]([S:17]([C:20]3[CH:25]=[CH:24][C:23]([Cl:26])=[CH:22][CH:21]=3)(=[O:19])=[O:18])[CH:10]([CH2:11][C:12](=O)[C:13]2=[CH:27]O)[CH2:9]1)=[O:7])([CH3:4])([CH3:3])[CH3:2].C(O)(=O)C.O.[NH2:35][NH2:36].C([O-])(O)=O.[Na+]. Product: [C:1]([O:5][C:6]([N:8]1[CH2:15][CH:14]2[N:16]([S:17]([C:20]3[CH:25]=[CH:24][C:23]([Cl:26])=[CH:22][CH:21]=3)(=[O:18])=[O:19])[CH:10]([CH2:11][C:12]3[NH:35][N:36]=[CH:27][C:13]=32)[CH2:9]1)=[O:7])([CH3:2])([CH3:3])[CH3:4]. The catalyst class is: 8. (5) The catalyst class is: 2. Reactant: [Cl:1][C:2]1[C:11]2[C:6](=[CH:7][CH:8]=[C:9]([S:12](Cl)(=[O:14])=[O:13])[CH:10]=2)[C:5]([Cl:16])=[CH:4][N:3]=1.[NH2:17][C:18]1([C:25]([O:27][CH3:28])=[O:26])[CH2:23][CH2:22][N:21]([CH3:24])[CH2:20][CH2:19]1.C(N(CC)CC)C. Product: [NH3:3].[Cl:1][C:2]1[C:11]2[C:6](=[CH:7][CH:8]=[C:9]([S:12]([NH:17][C:18]3([C:25]([O:27][CH3:28])=[O:26])[CH2:19][CH2:20][N:21]([CH3:24])[CH2:22][CH2:23]3)(=[O:14])=[O:13])[CH:10]=2)[C:5]([Cl:16])=[CH:4][N:3]=1. (6) Reactant: [CH2:1]([O:8][C:9]1[C:10]([C:23](O)=[O:24])=[N:11][CH:12]=[C:13]([O:15][CH2:16][C:17]2[CH:22]=[CH:21][CH:20]=[CH:19][CH:18]=2)[CH:14]=1)[C:2]1[CH:7]=[CH:6][CH:5]=[CH:4][CH:3]=1.CN(C)CCCN=C=NCC.ON1C2C=CC=CC=2N=N1.Cl.[NH2:48][CH2:49][C:50]([NH2:52])=[O:51].C(N(C(C)C)CC)(C)C. Product: [C:50]([CH2:49][NH:48][C:23]([C:10]1[C:9]([O:8][CH2:1][C:2]2[CH:7]=[CH:6][CH:5]=[CH:4][CH:3]=2)=[CH:14][C:13]([O:15][CH2:16][C:17]2[CH:22]=[CH:21][CH:20]=[CH:19][CH:18]=2)=[CH:12][N:11]=1)=[O:24])(=[O:51])[NH2:52]. The catalyst class is: 3. (7) Product: [CH3:11][C:9]1([CH3:12])[CH2:8][O:7][C:6](=[S:13])[N:5]([CH2:4][C:3]2[CH:14]=[CH:15][CH:16]=[CH:17][C:2]=2[NH:1][S:27]([C:26]([F:39])([F:38])[F:25])(=[O:29])=[O:28])[CH2:10]1. Reactant: [NH2:1][C:2]1[CH:17]=[CH:16][CH:15]=[CH:14][C:3]=1[CH2:4][N:5]1[CH2:10][C:9]([CH3:12])([CH3:11])[CH2:8][O:7][C:6]1=[S:13].C(N(CC)CC)C.[F:25][C:26]([F:39])([F:38])[S:27](O[S:27]([C:26]([F:39])([F:38])[F:25])(=[O:29])=[O:28])(=[O:29])=[O:28].Cl. The catalyst class is: 22.